This data is from Reaction yield outcomes from USPTO patents with 853,638 reactions. The task is: Predict the reaction yield, written as a fraction of the theoretical maximum amount of product (1.0 means a 100% yield; for example, 0.34 means a 34% yield). (1) The reactants are Cl[C:2]1[S:3][C:4]2[CH:10]=[C:9]([O:11][CH3:12])[CH:8]=[CH:7][C:5]=2[N:6]=1.[NH2:13][C:14]1[CH:19]=[C:18]([Cl:20])[C:17]([OH:21])=[C:16]([Cl:22])[CH:15]=1.C([O-])([O-])=O.[K+].[K+]. The catalyst is CS(C)=O. The product is [Cl:20][C:18]1[CH:19]=[C:14]([NH2:13])[CH:15]=[C:16]([Cl:22])[C:17]=1[O:21][C:2]1[S:3][C:4]2[CH:10]=[C:9]([O:11][CH3:12])[CH:8]=[CH:7][C:5]=2[N:6]=1. The yield is 0.560. (2) The reactants are [Br:1][C:2]1[C:3]([F:15])=[C:4]([C:8]([CH3:14])=[C:9]([N+:11]([O-:13])=[O:12])[CH:10]=1)[C:5]([OH:7])=[O:6].[C:16]([O-])([O-])=O.[K+].[K+].IC. The catalyst is CN(C)C=O.O. The product is [Br:1][C:2]1[C:3]([F:15])=[C:4]([C:8]([CH3:14])=[C:9]([N+:11]([O-:13])=[O:12])[CH:10]=1)[C:5]([O:7][CH3:16])=[O:6]. The yield is 0.890. (3) The reactants are [CH3:1][O:2][C:3](=[O:14])[CH2:4][CH2:5][C:6]1[CH:11]=[CH:10][C:9]([NH2:12])=[CH:8][C:7]=1[CH3:13].[CH:15]([C:18]1[N:19]=[C:20]([C:27]2[CH:32]=[CH:31][C:30]([C:33]([F:36])([F:35])[F:34])=[CH:29][CH:28]=2)[S:21][C:22]=1[CH:23]([CH3:26])[CH:24]=O)([CH3:17])[CH3:16].C(O)(=O)C.C(O[BH-](OC(=O)C)OC(=O)C)(=O)C.[Na+]. The catalyst is C(Cl)Cl. The product is [CH3:1][O:2][C:3](=[O:14])[CH2:4][CH2:5][C:6]1[CH:11]=[CH:10][C:9]([NH:12][CH2:26][CH:23]([C:22]2[S:21][C:20]([C:27]3[CH:32]=[CH:31][C:30]([C:33]([F:34])([F:35])[F:36])=[CH:29][CH:28]=3)=[N:19][C:18]=2[CH:15]([CH3:17])[CH3:16])[CH3:24])=[CH:8][C:7]=1[CH3:13]. The yield is 0.680. (4) The reactants are C(OC([NH:8][C:9]1[CH:14]=[CH:13][C:12]([C:15]2[CH:20]=[CH:19][C:18](/[CH:21]=[CH:22]/[C:23]3[N:24]([CH2:36][C:37]4[CH:45]=[CH:44][C:40]([C:41]([OH:43])=[O:42])=[CH:39][CH:38]=4)[CH:25]=[C:26]([C:28]4[CH:33]=[CH:32][C:31]([Cl:34])=[CH:30][C:29]=4[Cl:35])[N:27]=3)=[CH:17][CH:16]=2)=[CH:11][C:10]=1[O:46][CH3:47])=O)(C)(C)C.Cl. The catalyst is O1CCOCC1. The product is [NH2:8][C:9]1[CH:14]=[CH:13][C:12]([C:15]2[CH:16]=[CH:17][C:18](/[CH:21]=[CH:22]/[C:23]3[N:24]([CH2:36][C:37]4[CH:38]=[CH:39][C:40]([C:41]([OH:43])=[O:42])=[CH:44][CH:45]=4)[CH:25]=[C:26]([C:28]4[CH:33]=[CH:32][C:31]([Cl:34])=[CH:30][C:29]=4[Cl:35])[N:27]=3)=[CH:19][CH:20]=2)=[CH:11][C:10]=1[O:46][CH3:47]. The yield is 0.720.